The task is: Binary Classification. Given a miRNA mature sequence and a target amino acid sequence, predict their likelihood of interaction.. This data is from Experimentally validated miRNA-target interactions with 360,000+ pairs, plus equal number of negative samples. (1) The miRNA is mmu-miR-592-5p with sequence AUUGUGUCAAUAUGCGAUGAUGU. The protein sequence of the target gene is MTAEETVNVKEVEIIKLILDFLNSKKLHISMLALEKESGVINGLFSDDMLFLRQLILDGQWDEVLQFIQPLECMEKFDKKRFRYIILKQKFLEALCVNNAMSAEDEPQHLEFTMQEAVQCLHALEEYCPSKDDYSKLCLLLTLPRLTNHAEFKDWNPSTARVHCFEEACVMVAEFIPADRKLSEAGFKASNNRLFQLVMKGLLYECCVEFCQSKATGEEITESEVLLGIDLLCGNGCDDLDLSLLSWLQNLPSSVFSCAFEQKMLNIHVDKLLKPTKAAYADLLTPLISKLSPYPSSPMR.... Result: 0 (no interaction). (2) The miRNA is mmu-miR-1934-5p with sequence UCUGGUCCCCUGCUUCGUCCUCU. The protein sequence of the target gene is MKMSIRIPPRLLELAGRSLLRDQALAVSTLEELPTELFPPLFMEAFSRRRCEALKLMVQAWPFRRLPLRPLIKMPCLEAFQAVLDGLDALLTQGVRPRRWKLQVLDLQDVCENFWMVWSEAMAHGCFLNAKRNKKPVQDCPRMRGRQPLTVFVELWLKNRTLDEYLTCLLLWVKQRRDLLHLCCKKLKILGMPFRNIRSILKMVNLDCIQEVEVNCKWILPILTQFTPYLGHLRNLQKLVLSHMDVSRYVSPEQKKEIVTQFTTQFLKLRCLQKLYMNSVSFLEGHLDQLLSCLKTSLKV.... Result: 0 (no interaction). (3) The miRNA is mmu-miR-669a-3p with sequence ACAUAACAUACACACACACGUAU. The protein sequence of the target gene is MTSLKRSQTERPVTADRASVVSTDGAPKVHTDDFYMRRFRSQNGSLGSSVMAAVGPPRSEGPHHITSTPGVPKMGVRARIADWPPRKENVKESSRSSQEIETSSCLESLSSKGSPVSQGSSVSLNSNDSAMLKSIQNTLKNKTGPAESMDSRFLMPEAYPSSPRKALRRIRQRSNSDITISELDVDSFDECISPTYKSGPSLHREYGSTSSIDKQGTSGDSFFDLLKGYKDDRSDRGPTPTKLSDFLITGGGKGSGFSLDVIDGPISQRENLRLFKEREKPLKRRSKSETGDSSIFRKLR.... Result: 1 (interaction). (4) The miRNA is hsa-miR-185-5p with sequence UGGAGAGAAAGGCAGUUCCUGA. The protein sequence of the target gene is MGGLSARPTAGRTDPAGTCWGQDPGSKMATVIPGPLSLGEDFYREAIEHCRSYNARLCAERSLRLPFLDSQTGVAQNNCYIWMEKTHRGPGLAPGQIYTYPARCWRKKRRLNILEDPRLRPCEYKIDCEAPLKKEGGLPEGPVLEALLCAETGEKKIELKEEETIMDCQKQQLLEFPHDLEVEDLEDDIPRRKNRAKGKAYGIGGLRKRQDTASLEDRDKPYVCDKFYKELAWVPEAQRKHTAKKAPDGTVIPNGYCDFCLGGSKKTGCPEDLISCADCGRSGHPSCLQFTVNMTAAVRT.... Result: 1 (interaction). (5) The miRNA is mmu-miR-1894-5p with sequence CUCUCCCCUACCACCUGCCUCU. The protein sequence of the target gene is MEKGLALPQDFRDLVHSLKIRGRYVLFLAFVVIVFIFIEKENKIISRVSDKLKQIPHFVADANSTDPALLLSENASLLSLSELDSTFSHLRSRLHNLSLQLGVEPAMESQEAGAEKPSQQAGAGTRRHVLLMATTRTGSSFVGEFFNQQGNIFYLFEPLWHIERTVFFQQRGASAAGSALVYRDVLKQLLLCDLYVLEPFISPPPEDHLTQFLFRRGSSRSLCEDPVCTPFVKKVFEKYHCRNRRCGPLNVTLAGEACRRKDHVALKAVRIRQLEFLQPLVEDPRLDLRVIQLVRDPRAV.... Result: 0 (no interaction). (6) The miRNA is hsa-miR-4736 with sequence AGGCAGGUUAUCUGGGCUG. The protein sequence of the target gene is MAQHHLWILLLCLQTWPEAAGKDSEIFTVNGILGESVTFPVNIQEPRQVKIIAWTSKTSVAYVTPGDSETAPVVTVTHRNYYERIHALGPNYNLVISDLRMEDAGDYKADINTQADPYTTTKRYNLQIYRRLGKPKITQSLMASVNSTCNVTLTCSVEKEEKNVTYNWSPLGEEGNVLQIFQTPEDQELTYTCTAQNPVSNNSDSISARQLCADIAMGFRTHHTGLLSVLAMFFLLVLILSSVFLFRLFKRRQGRIFPEGSCLNTFTKNPYAASKKTIYTYIMASRNTQPAESRIYDEIL.... Result: 1 (interaction).